This data is from Catalyst prediction with 721,799 reactions and 888 catalyst types from USPTO. The task is: Predict which catalyst facilitates the given reaction. (1) Reactant: Br[C:2]1[CH:3]=[N:4][CH:5]=[C:6]([Br:9])[C:7]=1[CH3:8].C([Li])CCC.[C:15](=[O:17])=[O:16].O. Product: [Br:9][C:6]1[CH:5]=[N:4][CH:3]=[C:2]([C:7]=1[CH3:8])[C:15]([OH:17])=[O:16]. The catalyst class is: 134. (2) Reactant: C(OC([N:8]1[CH2:13][CH2:12][CH:11]([CH2:14][O:15][C:16]2[CH:25]=[C:24]3[C:19]([C:20]([O:26][C:27]4[CH:28]=[C:29]5[C:33](=[CH:34][CH:35]=4)[NH:32][C:31]([CH3:36])=[CH:30]5)=[N:21][CH:22]=[N:23]3)=[CH:18][CH:17]=2)[CH2:10][CH2:9]1)=O)(C)(C)C. Product: [CH3:36][C:31]1[NH:32][C:33]2[C:29]([CH:30]=1)=[CH:28][C:27]([O:26][C:20]1[C:19]3[C:24](=[CH:25][C:16]([O:15][CH2:14][CH:11]4[CH2:12][CH2:13][NH:8][CH2:9][CH2:10]4)=[CH:17][CH:18]=3)[N:23]=[CH:22][N:21]=1)=[CH:35][CH:34]=2. The catalyst class is: 157.